The task is: Predict the product of the given reaction.. This data is from Forward reaction prediction with 1.9M reactions from USPTO patents (1976-2016). Given the reactants [F:1][C:2]1[CH:9]=CC(C=O)=[CH:4][N:3]=1.C[Mg][Br:12].CS(Cl)(=O)=O.[CH2:18]1[CH2:22]O[CH2:20][CH2:19]1, predict the reaction product. The product is: [Br:12][CH:19]([C:18]1[CH:22]=[CH:9][C:2]([F:1])=[N:3][CH:4]=1)[CH3:20].